From a dataset of Full USPTO retrosynthesis dataset with 1.9M reactions from patents (1976-2016). Predict the reactants needed to synthesize the given product. (1) The reactants are: [CH3:1][N+:2]1([CH3:26])[C@@H:7]2[C@@H:8]3[O:10][C@@H:9]3[C@H:3]1[CH2:4][C@@H:5]([O:11][C:12]([C:14]([OH:25])([C:20]1[S:24][CH:23]=[CH:22][CH:21]=1)[C:15]1[S:19][CH:18]=[CH:17][CH:16]=1)=[O:13])[CH2:6]2.O.[Br-]. Given the product [CH3:1][N+:2]1([CH3:26])[C@@H:3]2[C@@H:9]3[O:10][C@@H:8]3[C@H:7]1[CH2:6][C@@H:5]([O:11][C:12]([C:14]([OH:25])([C:15]1[S:19][CH:18]=[CH:17][CH:16]=1)[C:20]1[S:24][CH:23]=[CH:22][CH:21]=1)=[O:13])[CH2:4]2.[C:12]([O-:11])(=[O:13])[C:14]1[CH:15]=[CH:23][CH:22]=[CH:21][CH:20]=1, predict the reactants needed to synthesize it. (2) Given the product [O:1]=[C:2]1[NH:6][C:5](=[O:7])[CH:4]([CH2:8][C:9]2[CH:10]=[CH:11][C:12]([C:15]3[CH:20]=[CH:19][CH:18]=[C:17]([CH2:21][N:22]([CH2:31][CH3:32])[C:23](=[O:30])[C:24]4[CH:25]=[CH:26][CH:27]=[CH:28][CH:29]=4)[CH:16]=3)=[CH:13][CH:14]=2)[S:3]1, predict the reactants needed to synthesize it. The reactants are: [O:1]=[C:2]1[NH:6][C:5](=[O:7])[C:4](=[CH:8][C:9]2[CH:14]=[CH:13][C:12]([C:15]3[CH:20]=[CH:19][CH:18]=[C:17]([CH2:21][N:22]([CH2:31][CH3:32])[C:23](=[O:30])[C:24]4[CH:29]=[CH:28][CH:27]=[CH:26][CH:25]=4)[CH:16]=3)=[CH:11][CH:10]=2)[S:3]1.O=C1NC(=O)C(CC2C=CC(C3C=CC=C(CC4C=CC=CC=4C(NCC)=O)C=3)=CC=2)S1. (3) Given the product [CH2:1]([O:3][CH2:4][N:5]1[CH:9]=[C:8]([CH2:10][OH:11])[N:7]=[C:6]1[C:19](=[O:21])[CH3:20])[CH3:2], predict the reactants needed to synthesize it. The reactants are: [CH2:1]([O:3][CH2:4][N:5]1[CH:9]=[C:8]([CH2:10][O:11][Si](CC)(CC)CC)[N:7]=[C:6]1[C:19](=[O:21])[CH3:20])[CH3:2].[F-].C([N+](CCCC)(CCCC)CCCC)CCC. (4) Given the product [CH2:27]([O:29][C:30]1[CH:35]=[C:34]([CH2:36][N:10]2[CH2:11][C:12]3([CH2:16][C:15]([C@H:17]4[CH2:18][CH2:19][C@H:20]([C:23]([O:25][CH3:26])=[O:24])[CH2:21][CH2:22]4)=[N:14][O:13]3)[CH2:9]2)[CH:33]=[C:32]([O:38][CH2:39][CH3:40])[C:31]=1[C:41]1[CH:42]=[CH:43][C:44]([F:47])=[CH:45][CH:46]=1)[CH3:28], predict the reactants needed to synthesize it. The reactants are: C(N(CC)CC)C.Cl.[CH2:9]1[C:12]2([CH2:16][C:15]([C@H:17]3[CH2:22][CH2:21][C@H:20]([C:23]([O:25][CH3:26])=[O:24])[CH2:19][CH2:18]3)=[N:14][O:13]2)[CH2:11][NH:10]1.[CH2:27]([O:29][C:30]1[CH:35]=[C:34]([CH:36]=O)[CH:33]=[C:32]([O:38][CH2:39][CH3:40])[C:31]=1[C:41]1[CH:46]=[CH:45][C:44]([F:47])=[CH:43][CH:42]=1)[CH3:28].C(O[BH-](OC(=O)C)OC(=O)C)(=O)C.[Na+]. (5) The reactants are: C([O:8][C:9]1[CH:28]=[CH:27][CH:26]=[CH:25][C:10]=1[CH2:11][C:12]1[CH:17]=[CH:16][C:15](/[CH:18]=[CH:19]/[C:20]([O:22][CH2:23][CH3:24])=[O:21])=[CH:14][CH:13]=1)C1C=CC=CC=1.FC(F)(F)C(O)=O.CSC. Given the product [OH:8][C:9]1[CH:28]=[CH:27][CH:26]=[CH:25][C:10]=1[CH2:11][C:12]1[CH:13]=[CH:14][C:15](/[CH:18]=[CH:19]/[C:20]([O:22][CH2:23][CH3:24])=[O:21])=[CH:16][CH:17]=1, predict the reactants needed to synthesize it. (6) Given the product [F:1][C:2]1[CH:3]=[C:4]([CH:33]=[CH:34][CH:35]=1)[CH2:5][NH:6][C:7]1[N:12]2[N:13]=[CH:14][C:15]([C:16]([NH:41][S:38]([CH2:36][CH3:37])(=[O:40])=[O:39])=[O:17])=[C:11]2[N:10]=[CH:9][C:8]=1[C:19]([N:21]1[CH2:26][CH2:25][CH:24]([C:27]2[CH:28]=[CH:29][CH:30]=[CH:31][CH:32]=2)[CH2:23][CH2:22]1)=[O:20], predict the reactants needed to synthesize it. The reactants are: [F:1][C:2]1[CH:3]=[C:4]([CH:33]=[CH:34][CH:35]=1)[CH2:5][NH:6][C:7]1[N:12]2[N:13]=[CH:14][C:15]([C:16](O)=[O:17])=[C:11]2[N:10]=[CH:9][C:8]=1[C:19]([N:21]1[CH2:26][CH2:25][CH:24]([C:27]2[CH:32]=[CH:31][CH:30]=[CH:29][CH:28]=2)[CH2:23][CH2:22]1)=[O:20].[CH2:36]([S:38]([NH2:41])(=[O:40])=[O:39])[CH3:37]. (7) Given the product [CH3:4][C:1]([CH3:2])([S@@:5]([NH:7][C@@H:8]([C:14]([CH3:18])([CH3:17])[CH2:15][F:16])[C:9]([O:11][CH2:12][CH3:13])=[O:10])=[O:6])[CH3:3], predict the reactants needed to synthesize it. The reactants are: [C:1]([S@@:5]([N:7]=[C:8]([C:14]([CH3:18])([CH3:17])[CH2:15][F:16])[C:9]([O:11][CH2:12][CH3:13])=[O:10])=[O:6])([CH3:4])([CH3:3])[CH3:2].CCC(C)[BH-](C(C)CC)C(C)CC.[Li+].C1COCC1.